Task: Predict the reactants needed to synthesize the given product.. Dataset: Retrosynthesis with 50K atom-mapped reactions and 10 reaction types from USPTO Given the product COc1c(C#N)cc(C(C)(C)C)cc1NC(=O)c1ccc(C)c(N=[N+]=[N-])c1, predict the reactants needed to synthesize it. The reactants are: COc1c(N)cc(C(C)(C)C)cc1C#N.Cc1ccc(C(=O)O)cc1N=[N+]=[N-].